From a dataset of Full USPTO retrosynthesis dataset with 1.9M reactions from patents (1976-2016). Predict the reactants needed to synthesize the given product. (1) Given the product [Br:32][C:33]1[C:41]2[C:36](=[N:37][CH:38]=[N:39][C:40]=2[N:29]2[CH2:28][CH2:27][N:26]([C:6]3[C:5]4[C:10](=[CH:11][CH:12]=[C:3]([O:2][CH3:1])[CH:4]=4)[CH:9]=[C:8]([C:13]4[CH:18]=[CH:17][N:16]=[C:15]([NH:19][CH2:20][CH2:21][CH2:22][N:23]([CH3:24])[CH3:25])[N:14]=4)[CH:7]=3)[CH2:31][CH2:30]2)[NH:35][N:34]=1, predict the reactants needed to synthesize it. The reactants are: [CH3:1][O:2][C:3]1[CH:4]=[C:5]2[C:10](=[CH:11][CH:12]=1)[CH:9]=[C:8]([C:13]1[CH:18]=[CH:17][N:16]=[C:15]([NH:19][CH2:20][CH2:21][CH2:22][N:23]([CH3:25])[CH3:24])[N:14]=1)[CH:7]=[C:6]2[N:26]1[CH2:31][CH2:30][NH:29][CH2:28][CH2:27]1.[Br:32][C:33]1[C:41]2[C:36](=[N:37][CH:38]=[N:39][C:40]=2Cl)[NH:35][N:34]=1. (2) Given the product [NH3:5].[CH:1]1([N:5]2[CH2:11][CH2:10][CH2:9][N:8]([C:12]([CH:14]3[CH2:15][N:16]([C:18]([C:20]4[N:21]([CH3:31])[C:22]5[CH:28]=[CH:27][CH:26]=[CH:25][C:23]=5[N:24]=4)=[O:19])[CH2:17]3)=[O:13])[CH2:7][CH2:6]2)[CH2:4][CH2:3][CH2:2]1, predict the reactants needed to synthesize it. The reactants are: [CH:1]1([N:5]2[CH2:11][CH2:10][CH2:9][N:8]([C:12]([CH:14]3[CH2:17][N:16]([C:18]([C:20]4[NH:24][C:23]5[CH:25]=[CH:26][CH:27]=[CH:28][C:22]=5[N:21]=4)=[O:19])[CH2:15]3)=[O:13])[CH2:7][CH2:6]2)[CH2:4][CH2:3][CH2:2]1.[OH-].[Na+].[CH3:31]OS(OC)(=O)=O.C(Cl)Cl. (3) The reactants are: [Cl:1][C:2]1[CH:14]=[CH:13][C:5]2[C:6](=[O:12])[O:7][C:8]([CH3:11])(C)[O:9][C:4]=2[CH:3]=1.[C:17]([O:19][CH3:20])(=[O:18])C[C:17]([O:19][CH3:20])=[O:18].[H-].[Na+].Cl. Given the product [CH3:20][O:19][C:17]([C:11]1[C:8](=[O:7])[O:9][C:4]2[C:5]([C:6]=1[OH:12])=[CH:13][CH:14]=[C:2]([Cl:1])[CH:3]=2)=[O:18], predict the reactants needed to synthesize it. (4) Given the product [N+:23]([C:11]1[C:12]([CH2:16][N:17]2[CH2:18][CH2:19][CH2:20][CH2:21][CH2:22]2)=[CH:13][CH:14]=[C:15]2[C:10]=1[CH2:9][CH2:8][CH2:7][C@H:6]2[NH2:5])([O-:25])=[O:24], predict the reactants needed to synthesize it. The reactants are: FC(F)(F)C([NH:5][C@H:6]1[C:15]2[C:10](=[C:11]([N+:23]([O-:25])=[O:24])[C:12]([CH2:16][N:17]3[CH2:22][CH2:21][CH2:20][CH2:19][CH2:18]3)=[CH:13][CH:14]=2)[CH2:9][CH2:8][CH2:7]1)=O.[OH-].[Na+]. (5) Given the product [C:1]([NH:5][C:10]([NH:9][CH2:8][CH2:7][Cl:6])=[O:11])([CH3:4])([CH3:3])[CH3:2], predict the reactants needed to synthesize it. The reactants are: [C:1]([NH2:5])([CH3:4])([CH3:3])[CH3:2].[Cl:6][CH2:7][CH2:8][N:9]=[C:10]=[O:11]. (6) The reactants are: [CH2:1]([O:3][C:4]([C:6]1[C:7]([C:17]2[CH:22]=[CH:21][C:20]([N+:23]([O-])=O)=[CH:19][CH:18]=2)=[C:8]2[N:13]([C:14]=1[Br:15])[N:12]=[CH:11][N:10]=[C:9]2[NH2:16])=[O:5])[CH3:2].O.O.[Sn](Cl)Cl. Given the product [NH2:16][C:9]1[C:8]2=[C:7]([C:17]3[CH:18]=[CH:19][C:20]([NH2:23])=[CH:21][CH:22]=3)[C:6]([C:4]([O:3][CH2:1][CH3:2])=[O:5])=[C:14]([Br:15])[N:13]2[N:12]=[CH:11][N:10]=1, predict the reactants needed to synthesize it. (7) The reactants are: [C:1]([O:5][C:6]([N:8]1[CH2:13][CH2:12][CH:11]([O:14][C:15]2[CH:16]=[N:17][C:18](Cl)=[CH:19][CH:20]=2)[CH2:10][CH2:9]1)=[O:7])([CH3:4])([CH3:3])[CH3:2].[CH2:22]([S:24]([C:27]1[CH:28]=[C:29]2[C:33](=[CH:34][CH:35]=1)[NH:32][CH:31]=[CH:30]2)(=[O:26])=[O:25])[CH3:23]. Given the product [C:1]([O:5][C:6]([N:8]1[CH2:13][CH2:12][CH:11]([O:14][C:15]2[CH:16]=[N:17][C:18]([N:32]3[C:33]4[C:29](=[CH:28][C:27]([S:24]([CH2:22][CH3:23])(=[O:26])=[O:25])=[CH:35][CH:34]=4)[CH:30]=[CH:31]3)=[CH:19][CH:20]=2)[CH2:10][CH2:9]1)=[O:7])([CH3:4])([CH3:3])[CH3:2], predict the reactants needed to synthesize it.